Dataset: Full USPTO retrosynthesis dataset with 1.9M reactions from patents (1976-2016). Task: Predict the reactants needed to synthesize the given product. (1) Given the product [ClH:40].[CH2:1]([C:3]1[CH:8]=[CH:7][CH:6]=[CH:5][C:4]=1[C:9]1[CH:14]=[CH:13][C:12]([C:15]2[O:19][N:18]=[C:17]([C:20]3[CH:21]=[C:22]([CH:34]=[CH:35][CH:36]=3)[CH2:23][N:24]([CH3:33])[CH2:25][C:26]([OH:28])=[O:27])[N:16]=2)=[CH:11][C:10]=1[CH2:37][O:38][CH3:39])[CH3:2], predict the reactants needed to synthesize it. The reactants are: [CH2:1]([C:3]1[CH:8]=[CH:7][CH:6]=[CH:5][C:4]=1[C:9]1[CH:14]=[CH:13][C:12]([C:15]2[O:19][N:18]=[C:17]([C:20]3[CH:21]=[C:22]([CH:34]=[CH:35][CH:36]=3)[CH2:23][N:24]([CH3:33])[CH2:25][C:26]([O:28]C(C)(C)C)=[O:27])[N:16]=2)=[CH:11][C:10]=1[CH2:37][O:38][CH3:39])[CH3:2].[ClH:40].O1CCOCC1. (2) Given the product [ClH:20].[ClH:20].[CH3:1][N:8]1[CH2:13][CH2:12][C:11]2([CH2:18][CH2:17][NH:16][CH2:15][CH2:14]2)[CH2:10][CH2:9]1, predict the reactants needed to synthesize it. The reactants are: [CH2:1]([N:8]1[CH2:13][CH2:12][C:11]2([CH2:18][CH2:17][N:16](C)[CH2:15][CH2:14]2)[CH2:10][CH2:9]1)C1C=CC=CC=1.[ClH:20].[H][H]. (3) Given the product [C:12]([O:16][C:17]([N:19]1[CH2:20][CH2:21][CH:22]([CH:25]2[CH2:30][CH2:29][N:28]([C:31]3[CH:32]=[CH:33][C:34]([CH2:37][C:38]([NH2:3])=[O:39])=[CH:35][CH:36]=3)[CH2:27][CH2:26]2)[CH2:23][CH2:24]1)=[O:18])([CH3:15])([CH3:14])[CH3:13], predict the reactants needed to synthesize it. The reactants are: O.O[N:3]1C2C=CC=CC=2N=N1.[C:12]([O:16][C:17]([N:19]1[CH2:24][CH2:23][CH:22]([CH:25]2[CH2:30][CH2:29][N:28]([C:31]3[CH:36]=[CH:35][C:34]([CH2:37][C:38](O)=[O:39])=[CH:33][CH:32]=3)[CH2:27][CH2:26]2)[CH2:21][CH2:20]1)=[O:18])([CH3:15])([CH3:14])[CH3:13].C(Cl)CCl. (4) The reactants are: [C:1]1([C:7]#[CH:8])[CH:6]=[CH:5][CH:4]=[CH:3][CH:2]=1.[C:9]([C:11]1[CH:12]=[C:13](I)[C:14]([OH:21])=[C:15]([CH:20]=1)[C:16]([O:18][CH3:19])=[O:17])#[N:10].C1C=CC(P(C2C=CC=CC=2)C2C=CC=CC=2)=CC=1.O. Given the product [C:9]([C:11]1[CH:20]=[C:15]([C:16]([O:18][CH3:19])=[O:17])[C:14]2[O:21][C:7]([C:1]3[CH:6]=[CH:5][CH:4]=[CH:3][CH:2]=3)=[CH:8][C:13]=2[CH:12]=1)#[N:10], predict the reactants needed to synthesize it. (5) Given the product [CH2:1]([C@@H:6]1[CH2:8][C@H:7]1[O:9][C:10]([NH:12][C@@H:13]([CH:18]1[CH2:23][CH2:22][O:21][CH2:20][CH2:19]1)[C:14]([OH:16])=[O:15])=[O:11])[CH2:2][CH2:3][C:4]#[CH:5], predict the reactants needed to synthesize it. The reactants are: [CH2:1]([C@@H:6]1[CH2:8][C@H:7]1[O:9][C:10]([NH:12][C@@H:13]([CH:18]1[CH2:23][CH2:22][O:21][CH2:20][CH2:19]1)[C:14]([O:16]C)=[O:15])=[O:11])[CH2:2][CH2:3][C:4]#[CH:5].O.[OH-].[Li+].OS([O-])(=O)=O.[K+]. (6) Given the product [O:1]1[C:5]2[C:6]3[C:7](=[CH:13][CH2:14][NH2:15])[CH2:8][CH2:9][C:10]=3[CH:11]=[CH:12][C:4]=2[N:3]=[CH:2]1, predict the reactants needed to synthesize it. The reactants are: [O:1]1[C:5]2[C:6]3[C:7](=[CH:13][C:14]#[N:15])[CH2:8][CH2:9][C:10]=3[CH:11]=[CH:12][C:4]=2[N:3]=[CH:2]1.N.C(O)C. (7) Given the product [F:1][C:2]1[CH:3]=[C:4]([NH2:17])[C:5]([NH2:16])=[CH:6][C:7]=1[N:8]1[CH2:14][CH2:13][CH2:12][N:11]([CH3:15])[CH2:10][CH2:9]1, predict the reactants needed to synthesize it. The reactants are: [F:1][C:2]1[C:7]([N:8]2[CH2:14][CH2:13][CH2:12][N:11]([CH3:15])[CH2:10][CH2:9]2)=[CH:6][C:5]([NH2:16])=[C:4]([N+:17]([O-])=O)[CH:3]=1.[H][H].